Dataset: Forward reaction prediction with 1.9M reactions from USPTO patents (1976-2016). Task: Predict the product of the given reaction. (1) Given the reactants [Br-].[Mg+2].[Br-].[Cl:4][C:5]1[C:6]([F:26])=[C:7]([NH:11][C:12]2[C:21]3[C:16](=[CH:17][C:18]([O:24]C)=[C:19]([CH:22]=[O:23])[CH:20]=3)[N:15]=[CH:14][N:13]=2)[CH:8]=[CH:9][CH:10]=1, predict the reaction product. The product is: [Cl:4][C:5]1[C:6]([F:26])=[C:7]([NH:11][C:12]2[C:21]3[C:16](=[CH:17][C:18]([OH:24])=[C:19]([CH:22]=[O:23])[CH:20]=3)[N:15]=[CH:14][N:13]=2)[CH:8]=[CH:9][CH:10]=1. (2) Given the reactants Br[C:2]1[CH:15]=[C:14]2[CH2:16][C:11]3[C:12]4[C:13]2=[C:4]([CH2:5][CH2:6][C:7]=4[CH:8]=[CH:9][CH:10]=3)[CH:3]=1.C1(Cl)C(Cl)=C(Cl)C(=O)C(=O)C=1Cl, predict the reaction product. The product is: [CH:3]1[C:4]2[CH2:5][CH2:6][C:7]3[CH:8]=[CH:9][CH:10]=[C:11]4[CH2:16][C:14]([C:13]=2[C:12]=34)=[CH:15][CH:2]=1. (3) The product is: [C:36]([CH2:35][CH2:34][C:10]1[C:11]([CH2:15][CH2:16][CH2:17][CH2:18][CH2:19][CH2:20][O:21][C:22]2[CH:23]=[C:24]([C:45]3[CH:46]=[CH:47][C:48]([O:49][CH3:50])=[C:43]([F:42])[CH:44]=3)[CH:25]=[C:26]([C:28](=[O:32])[N:29]([CH3:30])[CH3:31])[CH:27]=2)=[CH:12][CH:13]=[CH:14][C:9]=1[O:8][CH2:7][CH2:6][CH2:5][C:4]([OH:41])=[O:3])([OH:38])=[O:37]. Given the reactants C([O:3][C:4](=[O:41])[CH2:5][CH2:6][CH2:7][O:8][C:9]1[CH:14]=[CH:13][CH:12]=[C:11]([CH2:15][CH2:16][CH2:17][CH2:18][CH2:19][CH2:20][O:21][C:22]2[CH:27]=[C:26]([C:28](=[O:32])[N:29]([CH3:31])[CH3:30])[CH:25]=[C:24](Br)[CH:23]=2)[C:10]=1[CH2:34][CH2:35][C:36]([O:38]CC)=[O:37])C.[F:42][C:43]1[CH:44]=[C:45](B(O)O)[CH:46]=[CH:47][C:48]=1[O:49][CH3:50], predict the reaction product. (4) Given the reactants [N:1]1([CH2:7]O)[CH2:6][CH2:5][CH2:4][CH2:3][CH2:2]1.[O:9]1CCC[CH2:10]1.[H-].[Na+].[CH2:16]([Sn:20]([CH2:27][CH2:28][CH2:29][CH3:30])([CH2:23][CH2:24][CH2:25][CH3:26])[CH2:21]I)[CH2:17][CH2:18][CH3:19], predict the reaction product. The product is: [CH2:16]([Sn:20]([CH2:21][O:9][CH2:10][CH2:7][N:1]1[CH2:2][CH2:3][CH2:4][CH2:5][CH2:6]1)([CH2:27][CH2:28][CH2:29][CH3:30])[CH2:23][CH2:24][CH2:25][CH3:26])[CH2:17][CH2:18][CH3:19].